This data is from Catalyst prediction with 721,799 reactions and 888 catalyst types from USPTO. The task is: Predict which catalyst facilitates the given reaction. (1) Reactant: [NH2:1][C:2]1[S:6][C:5]2[CH:7]=[C:8]([CH3:11])[CH:9]=[CH:10][C:4]=2[C:3]=1[C:12]([O:14][CH2:15][CH3:16])=[O:13].F[C:18]1[CH:23]=[C:22]([F:24])[CH:21]=[CH:20][C:19]=1[N+:25]([O-:27])=[O:26]. Product: [F:24][C:22]1[CH:21]=[CH:20][C:19]([N+:25]([O-:27])=[O:26])=[C:18]([CH:23]=1)[NH:1][C:2]1[S:6][C:5]2[CH:7]=[C:8]([CH3:11])[CH:9]=[CH:10][C:4]=2[C:3]=1[C:12]([O:14][CH2:15][CH3:16])=[O:13]. The catalyst class is: 16. (2) Reactant: [CH3:1][C:2]1([CH3:9])[CH2:7][C:6](=O)[CH2:5][CH2:4][O:3]1.[C:10](=[S:12])=[S:11].[C:13](#[N:17])[CH2:14][C:15]#[N:16].C(N(CC)CC)C. Product: [NH2:17][C:13]1[S:11][C:10](=[S:12])[C:5]2[CH2:4][O:3][C:2]([CH3:9])([CH3:1])[CH2:7][C:6]=2[C:14]=1[C:15]#[N:16]. The catalyst class is: 5. (3) Reactant: [CH:1]1[CH:6]=[N:5][CH:4]=[C:3]([C:7]([OH:9])=O)[CH:2]=1.[CH3:10][O:11][C:12](=[O:18])[C@@H:13]1[CH2:17][CH2:16][CH2:15][NH:14]1.CN1CCOCC1.CCN=C=NCCCN(C)C.Cl. Product: [CH3:10][O:11][C:12]([CH:13]1[CH2:17][CH2:16][CH2:15][N:14]1[C:7]([C:3]1[CH:4]=[N:5][CH:6]=[CH:1][CH:2]=1)=[O:9])=[O:18]. The catalyst class is: 64. (4) Product: [F:32][C:2]([F:1])([O:18][C:19]1[CH:20]=[CH:21][C:22]([CH2:25][CH2:26][CH2:27][CH2:28][CH2:29][CH2:30][OH:31])=[CH:23][CH:24]=1)[C:3]1[C:4]([F:17])=[CH:5][C:6]([CH2:10][CH2:11][CH2:12][CH2:13][CH2:14][CH2:15][OH:16])=[CH:7][C:8]=1[F:9]. Reactant: [F:1][C:2]([F:32])([O:18][C:19]1[CH:24]=[CH:23][C:22]([C:25]#[C:26][CH2:27][CH2:28][CH2:29][CH2:30][OH:31])=[CH:21][CH:20]=1)[C:3]1[C:8]([F:9])=[CH:7][C:6]([C:10]#[C:11][CH2:12][CH2:13][CH2:14][CH2:15][OH:16])=[CH:5][C:4]=1[F:17]. The catalyst class is: 1. (5) Reactant: Br[C:2]1[C:10]([F:11])=[CH:9][C:5]2[N:6]=[CH:7][S:8][C:4]=2[CH:3]=1.[CH3:12][O:13][C:14]1[CH:21]=[CH:20][C:17]([CH2:18][NH2:19])=[CH:16][CH:15]=1.CC1(C)C2C(=C(P(C3C=CC=CC=3)C3C=CC=CC=3)C=CC=2)OC2C(P(C3C=CC=CC=3)C3C=CC=CC=3)=CC=CC1=2.C([O-])([O-])=O.[Cs+].[Cs+].N#N. Product: [F:11][C:10]1[C:2]([NH:19][CH2:18][C:17]2[CH:20]=[CH:21][C:14]([O:13][CH3:12])=[CH:15][CH:16]=2)=[CH:3][C:4]2[S:8][CH:7]=[N:6][C:5]=2[CH:9]=1. The catalyst class is: 62. (6) Reactant: [C:1]([O:5][C:6]([N:8]1[CH2:12][CH2:11][CH:10]([NH2:13])[CH2:9]1)=[O:7])([CH3:4])([CH3:3])[CH3:2].CCN(CC)CC.Cl[C:22]([O:24][CH3:25])=[O:23]. Product: [C:1]([O:5][C:6]([N:8]1[CH2:12][CH2:11][CH:10]([NH:13][C:22]([O:24][CH3:25])=[O:23])[CH2:9]1)=[O:7])([CH3:4])([CH3:2])[CH3:3]. The catalyst class is: 2.